Dataset: Reaction yield outcomes from USPTO patents with 853,638 reactions. Task: Predict the reaction yield, written as a fraction of the theoretical maximum amount of product (1.0 means a 100% yield; for example, 0.34 means a 34% yield). (1) The reactants are [CH3:1][O:2][C:3]([C:5]1[CH:10]=[CH:9][C:8]([Br:11])=[CH:7][N:6]=1)=[O:4].C1C=C([Cl:18])C=C(C(OO)=O)C=1.BrC1C=CC(C(OC)=O)=[N+]([O-])C=1.P(Cl)(Cl)(Cl)=O. The catalyst is C(Cl)Cl. The product is [CH3:1][O:2][C:3]([C:5]1[CH:10]=[CH:9][C:8]([Br:11])=[C:7]([Cl:18])[N:6]=1)=[O:4]. The yield is 0.590. (2) The reactants are [C:1]1([C:7]([CH2:9][C:10]2[CH:15]=[CH:14][CH:13]=[CH:12][CH:11]=2)=[O:8])[CH:6]=[CH:5][CH:4]=[CH:3][CH:2]=1.C[Si]([N-][Si](C)(C)C)(C)C.[Li+].Br[CH2:27][C:28]1[CH:37]=[CH:36][C:31]([C:32]([O:34][CH3:35])=[O:33])=[CH:30][CH:29]=1.O. The catalyst is C1COCC1. The product is [CH3:35][O:34][C:32]([C:31]1[CH:36]=[CH:37][C:28]([CH2:27][CH:9]([C:7]([C:1]2[CH:2]=[CH:3][CH:4]=[CH:5][CH:6]=2)=[O:8])[C:10]2[CH:11]=[CH:12][CH:13]=[CH:14][CH:15]=2)=[CH:29][CH:30]=1)=[O:33]. The yield is 0.660. (3) The reactants are Cl[C:2]1[CH:7]=[CH:6][N:5]2[N:8]=[CH:9][C:10]([CH:11]=[O:12])=[C:4]2[N:3]=1.[CH3:13][C:14]1[N:15]([C:19]2[CH:20]=[C:21]([CH:23]=[CH:24][CH:25]=2)[NH2:22])[CH:16]=[CH:17][N:18]=1. The catalyst is O1CCOCC1. The product is [CH3:13][C:14]1[N:15]([C:19]2[CH:20]=[C:21]([NH:22][C:2]3[CH:7]=[CH:6][N:5]4[N:8]=[CH:9][C:10]([CH:11]=[O:12])=[C:4]4[N:3]=3)[CH:23]=[CH:24][CH:25]=2)[CH:16]=[CH:17][N:18]=1. The yield is 0.700. (4) The reactants are C(N(C(C)C)C(C)C)C.[CH3:10][N:11]([CH3:15])[C:12](Cl)=[O:13].[Cl:16][C:17]1[CH:18]=[CH:19][C:20]2[CH2:21][NH:22][CH2:23][C@@H:24]([C:28]3[CH:33]=[CH:32][CH:31]=[CH:30][CH:29]=3)[O:25][C:26]=2[N:27]=1. The catalyst is C(Cl)Cl. The product is [Cl:16][C:17]1[CH:18]=[CH:19][C:20]2[CH2:21][N:22]([C:12]([N:11]([CH3:15])[CH3:10])=[O:13])[CH2:23][C@@H:24]([C:28]3[CH:33]=[CH:32][CH:31]=[CH:30][CH:29]=3)[O:25][C:26]=2[N:27]=1. The yield is 0.950. (5) The yield is 0.920. The catalyst is C(O)C. The product is [NH2:23][C:17]1[C:18]([N+:1]([O-:4])=[O:2])=[CH:19][CH:20]=[C:11]([F:10])[C:12]=1[C:13]([O:15][CH3:16])=[O:14]. The reactants are [N+:1]([O-:4])(O)=[O:2].S(=O)(=O)(O)O.[F:10][C:11]1[CH:20]=[CH:19][CH:18]=[C:17](F)[C:12]=1[C:13]([O:15][CH3:16])=[O:14].[OH-].[NH4+:23].